This data is from Drug-target binding data from BindingDB using Ki measurements. The task is: Regression. Given a target protein amino acid sequence and a drug SMILES string, predict the binding affinity score between them. We predict pKi (pKi = -log10(Ki in M); higher means stronger inhibition). Dataset: bindingdb_ki. (1) The small molecule is CNc1nc(C#Cc2ccc(Cl)s2)nc2c1ncn2[C@H]1[C@H](O)[C@H](O)[C@]2(C(=O)OCCc3ccccc3)C[C@H]12. The target protein (P0DMS9) has sequence MEGSPAGPIEQKEARWESSWEEQPDWTLGCLSPESQFRIPGLPGCILSFQLKVCFLPVMWLFILLSLALISDAMVMDEKVKRSFVLDTASAICNYNAHYKNHPKYWCRGYFRDYCNIIAFSPNSTNHVALRDTGNQLIVTMSCLTKEDTGWYWCGIQRDFARDDMDFTELIVTDDKGTLANDFWSGKDLSGNKTRSCKAPKVVRKADRSRTSILIICILITGLGIISVISHLTKRRRSQRNRRVGNTLKPFSRVLTPKEMAPTEQM. The pKi is 6.6. (2) The small molecule is CN(C)C[C@H]1C[C@H]2c3ccccc3Oc3ccc(F)cc3[C@H]2O1. The target protein (P35370) has sequence MESLFPAPYWEVLYGSHFQGNLSLLNETVPHHLLLNASHSAFLPLGLKVTIVGLYLAVCIGGLLGNCLVMYVILRHTKMKTATNIYIFNLALADTLVLLTLPFQGTDILLGFWPFGNALCKTVIAIDYYNMFTSTFTLTAMSVDRYVAICHPIRALDVRTSSKAQAVNVAIWALASVVGVPVAIMGSAQVEDEEIECLVEIPAPQDYWGPVFAICIFLFSFIIPVLIISVCYSLMIRRLRGVRLLSGSREKDRNLRRITRLVLVVVAVFVGCWTPVQVFVLVQGLGVQPGSETAVAILRFCTALGYVNSCLNPILYAFLDENFKACFRKFCCASSLHREMQVSDRVRSIAKDVGLGCKTSETVPRPA. The pKi is 7.4.